Predict the reaction yield, written as a fraction of the theoretical maximum amount of product (1.0 means a 100% yield; for example, 0.34 means a 34% yield). From a dataset of Reaction yield outcomes from USPTO patents with 853,638 reactions. (1) The reactants are [NH2:1][C:2]1[N:3]=[C:4]([CH3:23])[C:5]2[CH:11]=[CH:10][C:9](=[O:12])[N:8]([C@H:13]3[CH2:18][CH2:17][C@@H:16]([O:19][CH2:20][CH2:21][OH:22])[CH2:15][CH2:14]3)[C:6]=2[N:7]=1.[Br:24]N1C(=O)CCC1=O. The catalyst is CN(C)C=O. The product is [NH2:1][C:2]1[N:3]=[C:4]([CH3:23])[C:5]2[CH:11]=[C:10]([Br:24])[C:9](=[O:12])[N:8]([C@H:13]3[CH2:14][CH2:15][C@@H:16]([O:19][CH2:20][CH2:21][OH:22])[CH2:17][CH2:18]3)[C:6]=2[N:7]=1. The yield is 0.750. (2) The reactants are [CH2:1]([OH:4])[CH2:2][OH:3].[CH3:5][O:6][C:7]1[CH:28]=[CH:27][C:10]([C:11](Cl)([C:20]2[CH:25]=[CH:24][CH:23]=[CH:22][CH:21]=2)[C:12]2[CH:17]=[CH:16][C:15]([O:18][CH3:19])=[CH:14][CH:13]=2)=[CH:9][CH:8]=1.C(N(CC)CC)C.O. The catalyst is C(Cl)Cl. The product is [CH3:19][O:18][C:15]1[CH:14]=[CH:13][C:12]([C:11]([C:10]2[CH:9]=[CH:8][C:7]([O:6][CH3:5])=[CH:28][CH:27]=2)([C:20]2[CH:25]=[CH:24][CH:23]=[CH:22][CH:21]=2)[O:3][CH2:2][CH2:1][OH:4])=[CH:17][CH:16]=1. The yield is 0.470. (3) The reactants are [F:1][C:2]([F:38])([F:37])[C:3]1[CH:4]=[C:5]([CH:34]=[CH:35][CH:36]=1)[C:6]([NH:8][CH2:9][C:10]([NH:12][C@@H:13]1[CH2:17][CH2:16][N:15]([CH:18]2[CH2:24][CH2:23][CH2:22][N:21]([C:25]3[CH:33]=[CH:32][C:28]([C:29]([OH:31])=O)=[CH:27][CH:26]=3)[CH2:20][CH2:19]2)[CH2:14]1)=[O:11])=[O:7].CN(C(ON1N=N[C:49]2C=[CH:51][CH:52]=[N:53][C:48]1=2)=[N+](C)C)C.F[P-](F)(F)(F)(F)F.C(N(CC)C(C)C)(C)C.[OH:72]N1C2C=CC=CC=2N=N1.N1CCOCC1.C([O-])(O)=O.[Na+]. The catalyst is CN(C=O)C.ClCCl. The product is [N:53]1([C:29]([C:28]2[CH:32]=[CH:33][C:25]([N:21]3[CH2:22][CH2:23][CH2:24][CH:18]([N:15]4[CH2:16][CH2:17][C@@H:13]([NH:12][C:10](=[O:11])[CH2:9][NH:8][C:6](=[O:7])[C:5]5[CH:34]=[CH:35][CH:36]=[C:3]([C:2]([F:37])([F:38])[F:1])[CH:4]=5)[CH2:14]4)[CH2:19][CH2:20]3)=[CH:26][CH:27]=2)=[O:31])[CH2:48][CH2:49][O:72][CH2:51][CH2:52]1. The yield is 0.830. (4) The reactants are CS([O:5][CH2:6][CH:7]1[CH2:12][CH2:11][N:10]([C:13]([O:15][C:16]([CH3:19])([CH3:18])[CH3:17])=[O:14])[CH2:9][CH2:8]1)(=O)=O.[Br:20][C:21]1[CH:22]=[CH:23][C:24](O)=[C:25]([CH:28]=1)[C:26]#[N:27].C([O-])([O-])=O.[Cs+].[Cs+].O. The catalyst is C(#N)C. The product is [Br:20][C:21]1[CH:22]=[CH:23][C:24]([O:5][CH2:6][CH:7]2[CH2:12][CH2:11][N:10]([C:13]([O:15][C:16]([CH3:19])([CH3:18])[CH3:17])=[O:14])[CH2:9][CH2:8]2)=[C:25]([C:26]#[N:27])[CH:28]=1. The yield is 0.600. (5) The reactants are [CH2:1]([O:3][P:4]([CH2:9][NH:10][C:11]([C:13]1[C:14]2[CH:15]=[CH:16][CH:17]=[N:18][C:19]=2[C:20]([O:35]C(C2C=CC=CC=2)C2C=CC=CC=2)=[C:21]2[C:25](=[O:26])[N:24]([CH2:27][C:28]3[CH:33]=[CH:32][C:31]([F:34])=[CH:30][CH:29]=3)[CH2:23][C:22]=12)=[O:12])(=[O:8])[O:5][CH2:6][CH3:7])[CH3:2].C(O)(C(F)(F)F)=O. The catalyst is C(Cl)Cl. The product is [CH2:6]([O:5][P:4]([CH2:9][NH:10][C:11]([C:13]1[C:14]2[CH:15]=[CH:16][CH:17]=[N:18][C:19]=2[C:20]([OH:35])=[C:21]2[C:25](=[O:26])[N:24]([CH2:27][C:28]3[CH:29]=[CH:30][C:31]([F:34])=[CH:32][CH:33]=3)[CH2:23][C:22]=12)=[O:12])(=[O:8])[O:3][CH2:1][CH3:2])[CH3:7]. The yield is 0.660. (6) The reactants are CC(C)([O-])C.[K+].[CH3:7][N:8]1[C:12]([C:13]#[C:14][C:15]2[C:16]([NH2:21])=[N:17][CH:18]=[N:19][CH:20]=2)=[C:11]([C:22]2[CH:27]=[CH:26][CH:25]=[CH:24][CH:23]=2)[N:10]=[CH:9]1.O.C(Cl)Cl. The catalyst is CN1C(=O)CCC1. The product is [CH3:7][N:8]1[C:12]([C:13]2[NH:21][C:16]3[N:17]=[CH:18][N:19]=[CH:20][C:15]=3[CH:14]=2)=[C:11]([C:22]2[CH:27]=[CH:26][CH:25]=[CH:24][CH:23]=2)[N:10]=[CH:9]1. The yield is 0.330. (7) The reactants are [F:1][C:2]1[CH:7]=[CH:6][C:5]([C:8]2[C:12]([CH2:13][O:14][C:15]3[CH:23]=[CH:22][C:18]([C:19]([OH:21])=O)=[CH:17][N:16]=3)=[C:11]([CH3:24])[O:10][N:9]=2)=[CH:4][CH:3]=1.[NH2:25][CH:26]1[CH2:31][CH2:30][O:29][CH2:28][CH2:27]1. No catalyst specified. The product is [F:1][C:2]1[CH:3]=[CH:4][C:5]([C:8]2[C:12]([CH2:13][O:14][C:15]3[CH:23]=[CH:22][C:18]([C:19]([NH:25][CH:26]4[CH2:31][CH2:30][O:29][CH2:28][CH2:27]4)=[O:21])=[CH:17][N:16]=3)=[C:11]([CH3:24])[O:10][N:9]=2)=[CH:6][CH:7]=1. The yield is 0.850. (8) The reactants are [CH2:1]([C@@H:8]1[CH2:12][O:11][C:10](=[O:13])[N:9]1[C:14](=[O:42])[C@H:15]([CH2:19][S:20]([N:23]1[CH2:28][CH2:27][N:26]([C:29]2[N:34]=[CH:33][C:32]([C:35]3[CH:40]=[CH:39][C:38](F)=[CH:37][CH:36]=3)=[CH:31][N:30]=2)[CH2:25][CH2:24]1)(=[O:22])=[O:21])[CH:16]([CH3:18])[CH3:17])[C:2]1[CH:7]=[CH:6][CH:5]=[CH:4][CH:3]=1.[Cl:43]C1C=CC(C2C=NC(C3CCNCC3)=NC=2)=CC=1.C([C@@H]1COC(=O)N1C(=O)[C@H](CS(Cl)(=O)=O)C(C)C)C1C=CC=CC=1. No catalyst specified. The product is [CH2:1]([C@@H:8]1[CH2:12][O:11][C:10](=[O:13])[N:9]1[C:14](=[O:42])[C@H:15]([CH2:19][S:20]([N:23]1[CH2:28][CH2:27][N:26]([C:29]2[N:34]=[CH:33][C:32]([C:35]3[CH:40]=[CH:39][C:38]([Cl:43])=[CH:37][CH:36]=3)=[CH:31][N:30]=2)[CH2:25][CH2:24]1)(=[O:22])=[O:21])[CH:16]([CH3:18])[CH3:17])[C:2]1[CH:7]=[CH:6][CH:5]=[CH:4][CH:3]=1. The yield is 1.00. (9) The reactants are [CH2:1]([O:3][C:4]([CH:6]1[C:11](=[O:12])[CH2:10][CH2:9][N:8]([C:13]([O:15][C:16]([CH3:19])([CH3:18])[CH3:17])=[O:14])[CH2:7]1)=[O:5])[CH3:2].[H-].[Na+].[CH2:22](Br)[C:23]1[CH:28]=[CH:27][CH:26]=[CH:25][CH:24]=1. The catalyst is CN(C=O)C.C(OCC)(=O)C. The product is [CH2:1]([O:3][C:4]([C:6]1([CH2:22][C:23]2[CH:28]=[CH:27][CH:26]=[CH:25][CH:24]=2)[C:11](=[O:12])[CH2:10][CH2:9][N:8]([C:13]([O:15][C:16]([CH3:18])([CH3:17])[CH3:19])=[O:14])[CH2:7]1)=[O:5])[CH3:2]. The yield is 0.900.